This data is from CYP1A2 inhibition data for predicting drug metabolism from PubChem BioAssay. The task is: Regression/Classification. Given a drug SMILES string, predict its absorption, distribution, metabolism, or excretion properties. Task type varies by dataset: regression for continuous measurements (e.g., permeability, clearance, half-life) or binary classification for categorical outcomes (e.g., BBB penetration, CYP inhibition). Dataset: cyp1a2_veith. (1) The compound is Cc1noc(C)c1C(=O)OCC(=O)NC(c1ccccc1)c1ccccc1. The result is 0 (non-inhibitor). (2) The drug is CC(C)NC(=O)N1CCC2(CC1)CCN(C(=O)c1cc(C(F)(F)F)cc(C(F)(F)F)c1)CC2. The result is 0 (non-inhibitor).